From a dataset of Full USPTO retrosynthesis dataset with 1.9M reactions from patents (1976-2016). Predict the reactants needed to synthesize the given product. (1) The reactants are: [CH2:1]1[C:9]2[C:4](=[CH:5][CH:6]=[CH:7][CH:8]=2)[CH2:3][N:2]1[C:10]1[N:11]=[C:12]2[C:18]([C:19](=[O:24])[C:20]([CH3:23])([CH3:22])[CH3:21])=[CH:17][N:16](COCC[Si](C)(C)C)[C:13]2=[N:14][CH:15]=1.CCCC[N+](CCCC)(CCCC)CCCC.[F-]. Given the product [CH2:1]1[C:9]2[C:4](=[CH:5][CH:6]=[CH:7][CH:8]=2)[CH2:3][N:2]1[C:10]1[N:11]=[C:12]2[C:18]([C:19](=[O:24])[C:20]([CH3:22])([CH3:21])[CH3:23])=[CH:17][NH:16][C:13]2=[N:14][CH:15]=1, predict the reactants needed to synthesize it. (2) Given the product [CH:1]([N:3]1[C:15]2[C:14]([O:16][CH3:17])=[CH:13][CH:12]=[C:11]([S:18]([NH:24][C:27]3[CH:28]=[CH:4][C:9]([CH3:10])=[CH:8][CH:7]=3)(=[O:20])=[O:19])[C:10]=2[C:9]2[C:4]1=[CH:5][CH:6]=[CH:7][CH:8]=2)=[O:2], predict the reactants needed to synthesize it. The reactants are: [CH:1]([N:3]1[C:15]2[C:14]([O:16][CH3:17])=[CH:13][CH:12]=[C:11]([S:18](Cl)(=[O:20])=[O:19])[C:10]=2[C:9]2[C:4]1=[CH:5][CH:6]=[CH:7][CH:8]=2)=[O:2].C([N:24]([CH2:27][CH3:28])CC)C. (3) Given the product [CH3:6][C:7]1[N:8]=[C:9]2[C:14]([NH:15][CH2:16][C:17]3[C:22]([CH3:23])=[CH:21][CH:20]=[CH:19][C:18]=3[CH2:24][CH3:25])=[CH:13][C:12]([C:26]([OH:27])=[O:31])=[CH:11][N:10]2[C:29]=1[CH3:30], predict the reactants needed to synthesize it. The reactants are: S(O)(=O)(=O)C.[CH3:6][C:7]1[N:8]=[C:9]2[C:14]([NH:15][CH2:16][C:17]3[C:22]([CH3:23])=[CH:21][CH:20]=[CH:19][C:18]=3[CH2:24][CH3:25])=[CH:13][C:12]([C:26](N)=[O:27])=[CH:11][N:10]2[C:29]=1[CH3:30].[OH-:31].[Na+]. (4) Given the product [Br:1][C:2]1[CH:3]=[C:4]([C:12]([NH:15][C:16]2[C:17]([CH3:27])=[C:18]([CH:23]=[CH:24][C:25]=2[CH3:26])[C:19]([O:21][CH3:22])=[O:20])=[O:14])[C:5]2[C:10]([CH:11]=1)=[CH:9][CH:8]=[CH:7][CH:6]=2, predict the reactants needed to synthesize it. The reactants are: [Br:1][C:2]1[CH:3]=[C:4]([C:12]([OH:14])=O)[C:5]2[C:10]([CH:11]=1)=[CH:9][CH:8]=[CH:7][CH:6]=2.[NH2:15][C:16]1[C:17]([CH3:27])=[C:18]([CH:23]=[CH:24][C:25]=1[CH3:26])[C:19]([O:21][CH3:22])=[O:20].C(N(CC)CC)C.CCCP1(OP(CCC)(=O)OP(CCC)(=O)O1)=O. (5) The reactants are: [CH3:1][C:2]1([CH3:19])[O:6][C@H:5]([CH2:7][O:8][C:9]2[CH:14]=[CH:13][C:12]([CH2:15][CH2:16][CH2:17][OH:18])=[CH:11][CH:10]=2)[CH2:4][O:3]1.[CH3:20][S:21](Cl)(=[O:23])=[O:22]. Given the product [CH3:1][C:2]1([CH3:19])[O:6][C@H:5]([CH2:7][O:8][C:9]2[CH:14]=[CH:13][C:12]([CH2:15][CH2:16][CH2:17][O:18][S:21]([CH3:20])(=[O:23])=[O:22])=[CH:11][CH:10]=2)[CH2:4][O:3]1, predict the reactants needed to synthesize it. (6) The reactants are: Br[C:2]1[CH:3]=[CH:4][C:5]2[N:11]3[C:12]([CH3:15])=[N:13][N:14]=[C:10]3[CH2:9][CH2:8][N:7]([C:16]3[CH:21]=[CH:20][C:19]([Cl:22])=[CH:18][CH:17]=3)[C:6]=2[CH:23]=1.CC1(C)C(C)(C)OB([C:32]2[CH:33]=[CH:34][C:35]([NH2:38])=[N:36][CH:37]=2)O1.C([O-])([O-])=O.[Cs+].[Cs+]. Given the product [Cl:22][C:19]1[CH:20]=[CH:21][C:16]([N:7]2[CH2:8][CH2:9][C:10]3=[N:14][N:13]=[C:12]([CH3:15])[N:11]3[C:5]3[CH:4]=[CH:3][C:2]([C:32]4[CH:33]=[CH:34][C:35]([NH2:38])=[N:36][CH:37]=4)=[CH:23][C:6]2=3)=[CH:17][CH:18]=1, predict the reactants needed to synthesize it. (7) The reactants are: Br[CH2:2][C:3]1[CH:8]=[CH:7][CH:6]=[C:5]([O:9][C:10]([F:13])([F:12])[F:11])[CH:4]=1.[Cl:14][C:15]1[CH:16]=[C:17]([N:32]2[CH:36]=[N:35][C:34]([C:37]([NH:39][CH2:40][C:41](=[O:46])[C:42]([CH3:45])([CH3:44])[CH3:43])=[O:38])=[N:33]2)[CH:18]=[C:19]([Cl:31])[C:20]=1[O:21]CC1C=CC(OC)=CC=1.C(OCC)(=O)C. Given the product [Cl:14][C:15]1[CH:16]=[C:17]([N:32]2[CH:36]=[N:35][C:34]([C:37]([NH:39][CH:40]([C:41](=[O:46])[C:42]([CH3:44])([CH3:43])[CH3:45])[CH2:2][C:3]3[CH:8]=[CH:7][CH:6]=[C:5]([O:9][C:10]([F:13])([F:12])[F:11])[CH:4]=3)=[O:38])=[N:33]2)[CH:18]=[C:19]([Cl:31])[C:20]=1[OH:21], predict the reactants needed to synthesize it. (8) Given the product [F:26][C:2]([F:1])([F:25])[C:3]1[CH:4]=[CH:5][C:6]([O:9][CH2:10][C@@H:11]2[CH2:17][C@@H:16]3[C@@H:14]([CH2:15]3)[CH2:13][NH:12]2)=[N:7][CH:8]=1, predict the reactants needed to synthesize it. The reactants are: [F:1][C:2]([F:26])([F:25])[C:3]1[CH:4]=[CH:5][C:6]([O:9][CH2:10][C@@H:11]2[CH2:17][C@@H:16]3[C@@H:14]([CH2:15]3)[CH2:13][N:12]2C(OC(C)(C)C)=O)=[N:7][CH:8]=1.C(O)(C(F)(F)F)=O.